This data is from Reaction yield outcomes from USPTO patents with 853,638 reactions. The task is: Predict the reaction yield, written as a fraction of the theoretical maximum amount of product (1.0 means a 100% yield; for example, 0.34 means a 34% yield). (1) The reactants are C(O)(=O)C.[C:5]([O:9][C:10]([N:12]1[CH2:17][C@H:16]([CH2:18][N:19]2[CH2:24][CH2:23][O:22][CH2:21][CH2:20]2)[N:15](CC2C=CC=CC=2)[CH2:14][C@H:13]1[CH3:32])=[O:11])([CH3:8])([CH3:7])[CH3:6]. The catalyst is CCO.[Pd]. The product is [C:5]([O:9][C:10]([N:12]1[CH2:17][C@H:16]([CH2:18][N:19]2[CH2:20][CH2:21][O:22][CH2:23][CH2:24]2)[NH:15][CH2:14][C@H:13]1[CH3:32])=[O:11])([CH3:8])([CH3:6])[CH3:7]. The yield is 0.950. (2) The reactants are [CH2:1]([NH:4][S:5]([CH:8]([CH3:10])[CH3:9])(=[O:7])=[O:6])[CH2:2][CH3:3].[C:11]1([CH2:17][O:18][C:19]([NH:21][CH2:22][CH:23]=[CH2:24])=[O:20])[CH:16]=[CH:15][CH:14]=[CH:13][CH:12]=1.[CH:25]12[CH2:44][CH2:43][CH2:42][CH:38](CC[CH2:41]1)B12[H]B2(C3C[CH2:38][CH2:42][CH:43]2[CH2:44][CH2:25][CH2:41]3)[H]1.[OH-].[Na+].OO. The catalyst is Cl[Pd]Cl.C1(P(C2C=CC=CC=2)[C-]2C=CC=C2)C=CC=CC=1.[C-]1(P(C2C=CC=CC=2)C2C=CC=CC=2)C=CC=C1.[Fe+2]. The product is [CH3:3][CH:2]([C:41]1[CH:25]=[CH:44][C:43]([CH2:24][CH2:23][CH2:22][NH:21][C:19]([O:18][CH2:17][C:11]2[CH:16]=[CH:15][CH:14]=[CH:13][CH:12]=2)=[O:20])=[CH:42][CH:38]=1)[CH2:1][NH:4][S:5]([CH:8]([CH3:10])[CH3:9])(=[O:7])=[O:6]. The yield is 0.990. (3) The reactants are [Cl:1][C:2]1[N:7]=[C:6]([NH2:8])[N:5]=[C:4]([NH:9][CH:10]2[CH2:15][CH2:14][O:13][CH2:12][CH2:11]2)[C:3]=1[NH2:16].[C:17](Cl)(Cl)=[O:18]. The catalyst is C1COCC1.C1(C)C=CC=CC=1. The product is [NH2:8][C:6]1[N:5]=[C:4]2[C:3]([NH:16][C:17](=[O:18])[N:9]2[CH:10]2[CH2:11][CH2:12][O:13][CH2:14][CH2:15]2)=[C:2]([Cl:1])[N:7]=1. The yield is 0.970. (4) The reactants are C([O:8][N:9]1[C:15](=[O:16])[N:14]2[CH2:17][C@H:10]1[CH2:11][CH2:12][C@H:13]2[C:18]([NH:20][O:21][C@@H:22]1[CH2:26][CH2:25][N:24]([C:27]([O:29][C:30]([CH3:33])([CH3:32])[CH3:31])=[O:28])[CH2:23]1)=[O:19])C1C=CC=CC=1.[H][H]. The catalyst is CO.[Pd]. The product is [OH:8][N:9]1[C:15](=[O:16])[N:14]2[CH2:17][C@H:10]1[CH2:11][CH2:12][C@H:13]2[C:18]([NH:20][O:21][C@@H:22]1[CH2:26][CH2:25][N:24]([C:27]([O:29][C:30]([CH3:33])([CH3:32])[CH3:31])=[O:28])[CH2:23]1)=[O:19]. The yield is 0.930. (5) The reactants are [NH:1]1[C:5]([C:6]2[CH:7]=[C:8]([C:12]3[C:13]([OH:18])=[CH:14][CH:15]=[CH:16][CH:17]=3)[CH:9]=[CH:10][CH:11]=2)=[N:4][N:3]=[N:2]1.[N+:19]([O-])([OH:21])=[O:20].O. The catalyst is C(O)C. The product is [N+:19]([C:14]1[CH:15]=[CH:16][CH:17]=[C:12]([C:8]2[CH:9]=[CH:10][CH:11]=[C:6]([C:5]3[NH:1][N:2]=[N:3][N:4]=3)[CH:7]=2)[C:13]=1[OH:18])([O-:21])=[O:20]. The yield is 0.270. (6) The reactants are [N:1]1[CH:6]=[CH:5][C:4]([C:7]2[C:15]3[C:10](=[CH:11][CH:12]=[C:13]([NH:16][C:17]([C:19]4[CH:28]=[CH:27][C:22]([C:23]([O:25]C)=[O:24])=[CH:21][CH:20]=4)=[O:18])[CH:14]=3)[NH:9][N:8]=2)=[CH:3][CH:2]=1.O.[OH-].[Li+]. The catalyst is O1CCCC1. The product is [N:1]1[CH:2]=[CH:3][C:4]([C:7]2[C:15]3[C:10](=[CH:11][CH:12]=[C:13]([NH:16][C:17]([C:19]4[CH:20]=[CH:21][C:22]([C:23]([OH:25])=[O:24])=[CH:27][CH:28]=4)=[O:18])[CH:14]=3)[NH:9][N:8]=2)=[CH:5][CH:6]=1. The yield is 0.705. (7) The reactants are [Cl:1][C:2]1[CH:3]=[CH:4][N:5]=[C:6]2[C:11]=1[N:10]=[CH:9][C:8]([NH2:12])=[CH:7]2.C(N(CC)CC)C.[CH3:20][O:21][CH2:22][C:23](Cl)=[O:24]. The catalyst is ClCCl. The product is [Cl:1][C:2]1[CH:3]=[CH:4][N:5]=[C:6]2[C:11]=1[N:10]=[CH:9][C:8]([NH:12][C:23](=[O:24])[CH2:22][O:21][CH3:20])=[CH:7]2. The yield is 0.750. (8) The reactants are [N+:1]([C:4]1[CH:5]=[C:6]([OH:14])[CH:7]=[C:8]([C:10]([F:13])([F:12])[F:11])[CH:9]=1)([O-:3])=[O:2].Br[CH2:16][CH2:17][O:18][CH3:19]. No catalyst specified. The product is [CH3:19][O:18][CH2:17][CH2:16][O:14][C:6]1[CH:7]=[C:8]([C:10]([F:11])([F:12])[F:13])[CH:9]=[C:4]([N+:1]([O-:3])=[O:2])[CH:5]=1. The yield is 0.460. (9) The reactants are [CH:1]([C:3]1[CH:4]=[C:5]([CH:10]=[CH:11][C:12]=1[OH:13])[C:6]([O:8][CH3:9])=[O:7])=[O:2].C(=O)([O-])[O-].[K+].[K+].I[CH:21]([CH3:23])[CH3:22]. The catalyst is CN(C)C=O. The product is [CH:1]([C:3]1[CH:4]=[C:5]([CH:10]=[CH:11][C:12]=1[O:13][CH:21]([CH3:23])[CH3:22])[C:6]([O:8][CH3:9])=[O:7])=[O:2]. The yield is 0.980. (10) The reactants are [NH4+].[Cl-].[Cl:3][C:4]1[C:5]([C:32]2[CH:33]=[N:34][N:35]3[CH:40]=[CH:39][CH:38]=[CH:37][C:36]=23)=[N:6][C:7]([NH:10][C:11]2[CH:16]=[C:15]([N+:17]([O-])=O)[C:14]([N:20]([CH3:29])[CH2:21][CH2:22][N:23]3[CH2:28][CH2:27][O:26][CH2:25][CH2:24]3)=[CH:13][C:12]=2[O:30][CH3:31])=[N:8][CH:9]=1. The catalyst is O.C(O)C.[Fe]. The product is [Cl:3][C:4]1[C:5]([C:32]2[CH:33]=[N:34][N:35]3[CH:40]=[CH:39][CH:38]=[CH:37][C:36]=23)=[N:6][C:7]([NH:10][C:11]2[CH:16]=[C:15]([NH2:17])[C:14]([N:20]([CH3:29])[CH2:21][CH2:22][N:23]3[CH2:28][CH2:27][O:26][CH2:25][CH2:24]3)=[CH:13][C:12]=2[O:30][CH3:31])=[N:8][CH:9]=1. The yield is 0.800.